Dataset: Forward reaction prediction with 1.9M reactions from USPTO patents (1976-2016). Task: Predict the product of the given reaction. (1) Given the reactants Br[C:2]1[CH:3]=[C:4]2[CH2:10][C@:9]3([CH:15]4[CH2:16][CH2:17][N:12]([CH2:13][CH2:14]4)[CH2:11]3)[O:8][C:5]2=[N:6][CH:7]=1.[CH:18]([C:20]1[CH:25]=[CH:24][CH:23]=[CH:22][N:21]=1)=[CH2:19], predict the reaction product. The product is: [N:21]1[CH:22]=[CH:23][CH:24]=[CH:25][C:20]=1[CH:18]=[CH:19][C:2]1[CH:3]=[C:4]2[CH2:10][C@:9]3([CH:15]4[CH2:16][CH2:17][N:12]([CH2:13][CH2:14]4)[CH2:11]3)[O:8][C:5]2=[N:6][CH:7]=1. (2) Given the reactants [NH2:1][C:2]1[CH:7]=[CH:6][C:5]([OH:8])=[CH:4][C:3]=1[F:9].[CH3:10][S:11](Cl)(=[O:13])=[O:12], predict the reaction product. The product is: [F:9][C:3]1[CH:4]=[C:5]([OH:8])[CH:6]=[CH:7][C:2]=1[NH:1][S:11]([CH3:10])(=[O:13])=[O:12]. (3) Given the reactants Cl.[NH2:2][OH:3].[OH-].[Na+].[N:6]([CH2:9][C:10]1[CH:15]=[CH:14][C:13]([C:16](=O)[CH2:17][C:18](=[O:23])[C:19]([F:22])([F:21])[F:20])=[CH:12][CH:11]=1)=[N+:7]=[N-:8], predict the reaction product. The product is: [N:6]([CH2:9][C:10]1[CH:15]=[CH:14][C:13]([C:16]2[CH2:17][C:18]([C:19]([F:22])([F:21])[F:20])([OH:23])[O:3][N:2]=2)=[CH:12][CH:11]=1)=[N+:7]=[N-:8]. (4) Given the reactants [Cl:1][C:2]1[CH:7]=[CH:6][CH:5]=[CH:4][C:3]=1[N:8]1[C:12]([O:13][C:14]2[CH:19]=[CH:18][CH:17]=[CH:16][C:15]=2[NH:20][C:21]([NH:23][C:24]2[CH:29]=[CH:28][C:27]([CH:30]3[CH2:35][CH2:34][NH:33][CH2:32][CH2:31]3)=[CH:26][CH:25]=2)=[O:22])=[CH:11][C:10]([CH3:36])=[N:9]1.[C:37](=O)([O-])[O-].[K+].[K+].IC, predict the reaction product. The product is: [Cl:1][C:2]1[CH:7]=[CH:6][CH:5]=[CH:4][C:3]=1[N:8]1[C:12]([O:13][C:14]2[CH:19]=[CH:18][CH:17]=[CH:16][C:15]=2[NH:20][C:21]([NH:23][C:24]2[CH:25]=[CH:26][C:27]([CH:30]3[CH2:35][CH2:34][N:33]([CH3:37])[CH2:32][CH2:31]3)=[CH:28][CH:29]=2)=[O:22])=[CH:11][C:10]([CH3:36])=[N:9]1. (5) Given the reactants [OH:1][C:2]1[CH:9]=[CH:8][C:5]([CH:6]=[O:7])=[CH:4][C:3]=1[O:10][CH3:11].C(=O)([O-])[O-].[Li+].[Li+].Cl[C:19]1[CH:24]=[CH:23][C:22]([C:25]([F:28])([F:27])[F:26])=[CH:21][N:20]=1.O, predict the reaction product. The product is: [CH3:11][O:10][C:3]1[CH:4]=[C:5]([CH:8]=[CH:9][C:2]=1[O:1][C:19]1[CH:24]=[CH:23][C:22]([C:25]([F:28])([F:27])[F:26])=[CH:21][N:20]=1)[CH:6]=[O:7].